From a dataset of Reaction yield outcomes from USPTO patents with 853,638 reactions. Predict the reaction yield, written as a fraction of the theoretical maximum amount of product (1.0 means a 100% yield; for example, 0.34 means a 34% yield). (1) The reactants are [Cl:1][C:2]1[CH:3]=[CH:4][C:5]([C:8]([OH:10])=O)=[N:6][CH:7]=1.[NH2:11][C:12]1[CH:17]=[CH:16][CH:15]=[CH:14][CH:13]=1.C(N(C(C)C)C(C)C)C.CN(C(ON1N=NC2C=CC=NC1=2)=[N+](C)C)C.F[P-](F)(F)(F)(F)F. The catalyst is CN(C=O)C.O. The product is [Cl:1][C:2]1[CH:3]=[CH:4][C:5]([C:8]([NH:11][C:12]2[CH:17]=[CH:16][CH:15]=[CH:14][CH:13]=2)=[O:10])=[N:6][CH:7]=1. The yield is 0.930. (2) The reactants are [F:1][C:2]1[CH:7]=[C:6]([NH:8][C:9]2[N:14]=[CH:13][C:12]([C:15]([F:18])([F:17])[F:16])=[CH:11][N:10]=2)[CH:5]=[CH:4][C:3]=1[C@H:19]1[O:24][CH2:23][CH2:22][N:21](C(OC(C)(C)C)=O)[CH2:20]1.FC(F)(F)C(O)=O.[OH-].[Na+]. The catalyst is C(#N)C.O. The product is [F:1][C:2]1[CH:7]=[C:6]([NH:8][C:9]2[N:10]=[CH:11][C:12]([C:15]([F:18])([F:16])[F:17])=[CH:13][N:14]=2)[CH:5]=[CH:4][C:3]=1[C@H:19]1[O:24][CH2:23][CH2:22][NH:21][CH2:20]1. The yield is 0.740. (3) The reactants are [F:1][C:2]1[CH:9]=[CH:8][C:5]([CH:6]=O)=[CH:4][CH:3]=1.[CH3:10][O:11][C:12](=[O:18])[CH2:13][CH:14]([NH2:17])[CH2:15][CH3:16].C([BH3-])#N.[Na+].C(=O)(O)[O-].[Na+]. The catalyst is CO.C(O)(=O)C. The product is [CH3:10][O:11][C:12](=[O:18])[CH2:13][CH:14]([NH:17][CH2:6][C:5]1[CH:8]=[CH:9][C:2]([F:1])=[CH:3][CH:4]=1)[CH2:15][CH3:16]. The yield is 0.920. (4) The reactants are C[Si](C)(C)[O:3][C:4]([CH:6]=[CH2:7])=[CH2:5].[C:10]([O:15][CH2:16][CH:17]([CH3:19])[CH3:18])(=[O:14])[C:11]([CH3:13])=[CH2:12].F[P-](F)(F)(F)(F)F.C([N+]1C=CN(C)C=1)CCC. The catalyst is C(C1C=C(C(C)(C)C)C(O)=C(C(C)(C)C)C=1)C1C=C(C(C)(C)C)C(O)=C(C(C)(C)C)C=1. The product is [CH3:12][C:11]1([C:10]([O:15][CH2:16][CH:17]([CH3:19])[CH3:18])=[O:14])[CH2:7][CH2:6][C:4](=[O:5])[CH2:3][CH2:13]1. The yield is 0.213.